Predict the reactants needed to synthesize the given product. From a dataset of Full USPTO retrosynthesis dataset with 1.9M reactions from patents (1976-2016). (1) Given the product [ClH:51].[CH3:26][C:27]1[CH:28]=[C:29]([C:47]([O:49][CH3:50])=[O:48])[C:30]2[C:31]([CH2:36][CH2:37][NH:38][C@H:39]3[CH:44]4[CH2:45][CH2:46][N:41]([CH2:42][CH2:43]4)[CH2:40]3)=[N:32][NH:33][C:34]=2[CH:35]=1, predict the reactants needed to synthesize it. The reactants are: CC1C=C(C([O-])=O)C2C(CCN[C@H]3C4CCN(CC4)C3)=NNC=2C=1.[Li+].[CH3:26][C:27]1[CH:28]=[C:29]([C:47]([O:49][CH3:50])=[O:48])[C:30]2[C:31]([CH2:36][CH2:37][NH:38][C@H:39]3[CH:44]4[CH2:45][CH2:46][N:41]([CH2:42][CH2:43]4)[CH2:40]3)=[N:32][NH:33][C:34]=2[CH:35]=1.[ClH:51]. (2) Given the product [F:29][C:30]1[CH:31]=[C:32]([O:36][CH2:37][CH2:38][NH:1][CH:2]2[CH2:7][CH2:6][N:5]([CH2:8][CH:9]3[N:19]4[C:20]5[N:11]([C:12](=[O:22])[CH:13]=[CH:14][C:15]=5[N:16]=[CH:17][C:18]4=[O:21])[CH2:10]3)[CH2:4][CH2:3]2)[CH:33]=[CH:34][CH:35]=1, predict the reactants needed to synthesize it. The reactants are: [NH2:1][CH:2]1[CH2:7][CH2:6][N:5]([CH2:8][CH:9]2[N:19]3[C:20]4[N:11]([C:12](=[O:22])[CH:13]=[CH:14][C:15]=4[N:16]=[CH:17][C:18]3=[O:21])[CH2:10]2)[CH2:4][CH2:3]1.[O-]S([O-])(=O)=O.[Mg+2].[F:29][C:30]1[CH:31]=[C:32]([O:36][CH2:37][CH:38]=O)[CH:33]=[CH:34][CH:35]=1.[BH-](OC(C)=O)(OC(C)=O)OC(C)=O.[Na+].